From a dataset of Full USPTO retrosynthesis dataset with 1.9M reactions from patents (1976-2016). Predict the reactants needed to synthesize the given product. Given the product [F:1][C:2]1[CH:3]=[CH:4][C:5]([N:8]2[CH:12]=[CH:11][C:10]([C:27]3[N:32]=[CH:31][C:30]([C:33]([OH:36])([CH3:35])[CH3:34])=[CH:29][CH:28]=3)=[N:9]2)=[CH:6][CH:7]=1, predict the reactants needed to synthesize it. The reactants are: [F:1][C:2]1[CH:7]=[CH:6][C:5]([N:8]2[CH:12]=[CH:11][C:10]([Sn](CCCC)(CCCC)CCCC)=[N:9]2)=[CH:4][CH:3]=1.Br[C:27]1[N:32]=[CH:31][C:30]([C:33]([OH:36])([CH3:35])[CH3:34])=[CH:29][CH:28]=1.